From a dataset of Full USPTO retrosynthesis dataset with 1.9M reactions from patents (1976-2016). Predict the reactants needed to synthesize the given product. (1) Given the product [F:1][C:2]1[CH:3]=[C:4]([C:9](=[O:18])[C:10]([C:12]2[CH:13]=[CH:14][CH:15]=[CH:16][CH:17]=2)=[O:11])[CH:5]=[C:6]([F:8])[CH:7]=1, predict the reactants needed to synthesize it. The reactants are: [F:1][C:2]1[CH:3]=[C:4]([CH:9]([OH:18])[C:10]([C:12]2[CH:17]=[CH:16][CH:15]=[CH:14][CH:13]=2)=[O:11])[CH:5]=[C:6]([F:8])[CH:7]=1.[N+]([O-])([O-])=O.[NH4+].C(OCC)(=O)C. (2) Given the product [ClH:1].[ClH:1].[CH3:26][N:24]([CH3:25])[CH2:23][CH2:22][CH2:21][NH:20][C:19](=[O:27])[CH2:18][CH2:17][CH2:16][CH2:15][CH2:14][CH2:13][CH2:12][CH2:11][CH2:10][CH2:9][NH2:8], predict the reactants needed to synthesize it. The reactants are: [ClH:1].C(OC(=O)[NH:8][CH2:9][CH2:10][CH2:11][CH2:12][CH2:13][CH2:14][CH2:15][CH2:16][CH2:17][CH2:18][C:19](=[O:27])[NH:20][CH2:21][CH2:22][CH2:23][N:24]([CH3:26])[CH3:25])(C)(C)C. (3) Given the product [CH2:1]([O:8][C:9](=[O:22])[C@@H:10]([NH:14][C:15](=[O:17])[C@@H:47]([NH:46][C:39]([O:41][C:42]([CH3:45])([CH3:44])[CH3:43])=[O:40])[CH3:48])[CH2:11][O:12][CH3:13])[C:2]1[CH:3]=[CH:4][CH:5]=[CH:6][CH:7]=1, predict the reactants needed to synthesize it. The reactants are: [CH2:1]([O:8][C:9](=[O:22])[C@@H:10]([NH:14][C:15]([O:17]C(C)(C)C)=O)[CH2:11][O:12][CH3:13])[C:2]1[CH:7]=[CH:6][CH:5]=[CH:4][CH:3]=1.FC(F)(F)C(O)=O.C(N(CC)C(C)C)(C)C.[C:39]([NH:46][C@H:47](C(O)=O)[CH3:48])([O:41][C:42]([CH3:45])([CH3:44])[CH3:43])=[O:40].CN(C(ON1N=NC2C=CC=NC1=2)=[N+](C)C)C.F[P-](F)(F)(F)(F)F. (4) Given the product [N+:1]([C:4]1[CH:5]=[N:6][N:7]([CH:10]2[CH2:14][CH2:13][O:12][CH2:11]2)[CH:8]=1)([O-:3])=[O:2], predict the reactants needed to synthesize it. The reactants are: [N+:1]([C:4]1[CH:5]=[N:6][NH:7][CH:8]=1)([O-:3])=[O:2].O[CH:10]1[CH2:14][CH2:13][O:12][CH2:11]1.C1(P(C2C=CC=CC=2)C2C=CC=CC=2)C=CC=CC=1.CC(OC(/N=N/C(OC(C)C)=O)=O)C. (5) Given the product [C:1]([C:5]1[CH:6]=[C:7]([CH:28]=[CH:29][C:30]=1[F:31])[C:8]([NH:10][C:11]1[C:12]([NH:17][C:18](=[O:27])[C:19]2[CH:24]=[CH:23][C:22]([O:25][CH3:26])=[CH:21][CH:20]=2)=[CH:13][CH:14]=[CH:15][CH:16]=1)=[O:9])#[N:2], predict the reactants needed to synthesize it. The reactants are: [C:1]([Cu])#[N:2].Br[C:5]1[CH:6]=[C:7]([CH:28]=[CH:29][C:30]=1[F:31])[C:8]([NH:10][C:11]1[C:12]([NH:17][C:18](=[O:27])[C:19]2[CH:24]=[CH:23][C:22]([O:25][CH3:26])=[CH:21][CH:20]=2)=[CH:13][CH:14]=[CH:15][CH:16]=1)=[O:9]. (6) Given the product [CH2:34]([O:41][C:42]1[C:43]([C:58]([N:67]([CH2:66][C:65]2[CH:64]=[CH:63][C:62]([F:61])=[CH:77][CH:76]=2)[CH2:68]/[CH:69]=[CH:70]/[C:71]([O:73][CH2:74][CH3:75])=[O:72])=[O:59])=[N:44][CH:45]=[CH:46][C:47]=1[O:48][CH2:49][C:50]1[CH:55]=[CH:54][C:53]([O:56][CH3:57])=[CH:52][CH:51]=1)[C:35]1[CH:40]=[CH:39][CH:38]=[CH:37][CH:36]=1, predict the reactants needed to synthesize it. The reactants are: C1CN([P+](ON2N=NC3C=CC=CC2=3)(N2CCCC2)N2CCCC2)CC1.F[P-](F)(F)(F)(F)F.[CH2:34]([O:41][C:42]1[C:43]([C:58](O)=[O:59])=[N:44][CH:45]=[CH:46][C:47]=1[O:48][CH2:49][C:50]1[CH:55]=[CH:54][C:53]([O:56][CH3:57])=[CH:52][CH:51]=1)[C:35]1[CH:40]=[CH:39][CH:38]=[CH:37][CH:36]=1.[F:61][C:62]1[CH:77]=[CH:76][C:65]([CH2:66][NH:67][CH2:68][CH:69]=[CH:70][C:71]([O:73][CH2:74][CH3:75])=[O:72])=[CH:64][CH:63]=1.CCN(CC)CC. (7) Given the product [Br:13][C:14]1[C:15]([CH3:21])=[C:16]([NH:17][C:9](=[O:11])[CH2:8][C:3]2[C:2]([F:1])=[CH:7][CH:6]=[CH:5][N:4]=2)[CH:18]=[CH:19][CH:20]=1, predict the reactants needed to synthesize it. The reactants are: [F:1][C:2]1[C:3]([CH2:8][C:9]([O-:11])=O)=[N:4][CH:5]=[CH:6][CH:7]=1.[Na+].[Br:13][C:14]1[C:15]([CH3:21])=[C:16]([CH:18]=[CH:19][CH:20]=1)[NH2:17].CCN(C(C)C)C(C)C.CN(C(ON1N=NC2C=CC=NC1=2)=[N+](C)C)C.F[P-](F)(F)(F)(F)F. (8) Given the product [CH3:8][C:7]([S:14][CH2:15][CH2:16][C:17]([N:19]([CH3:21])[CH3:20])=[O:18])([CH2:6][CH2:5][CH:4]=[C:2]([CH3:1])[CH3:3])[CH2:9][CH:10]=[O:11], predict the reactants needed to synthesize it. The reactants are: [CH3:1][C:2](=[CH:4][CH2:5][CH2:6][C:7](=[CH:9][CH:10]=[O:11])[CH3:8])[CH3:3].C(=O)([S:14][CH2:15][CH2:16][C:17]([N:19]([CH3:21])[CH3:20])=[O:18])C.C1CCN2C(=NCCC2)CC1.